Dataset: Forward reaction prediction with 1.9M reactions from USPTO patents (1976-2016). Task: Predict the product of the given reaction. Given the reactants [F:1][C:2]1[CH:9]=[C:8]([O:10][CH2:11][C:12]#[CH:13])[CH:7]=[C:6]([F:14])[C:3]=1[CH2:4][OH:5].[C:15]([O:19][C:20]([N:22]1[CH2:27][CH2:26][N:25]([C:28](Cl)=[O:29])[C@H:24]([CH2:31][CH3:32])[CH2:23]1)=[O:21])([CH3:18])([CH3:17])[CH3:16], predict the reaction product. The product is: [F:1][C:2]1[CH:9]=[C:8]([O:10][CH2:11][C:12]#[CH:13])[CH:7]=[C:6]([F:14])[C:3]=1[CH2:4][O:5][C:28]([N:25]1[CH2:26][CH2:27][N:22]([C:20]([O:19][C:15]([CH3:17])([CH3:16])[CH3:18])=[O:21])[CH2:23][C@H:24]1[CH2:31][CH3:32])=[O:29].